This data is from Catalyst prediction with 721,799 reactions and 888 catalyst types from USPTO. The task is: Predict which catalyst facilitates the given reaction. (1) Reactant: [CH2:1]([Si:4]([CH2:18][CH:19]=[CH2:20])([CH3:17])[CH2:5][CH2:6][CH2:7][C:8]1[CH:13]=[CH:12][C:11](B(O)O)=[CH:10][CH:9]=1)[CH:2]=[CH2:3].Br[C:22]1[C:35]2[C:26](=[C:27]3[C:32](=[CH:33][CH:34]=2)[C:31]([C:36]2[CH:41]=[CH:40][CH:39]=[CH:38][CH:37]=2)=[CH:30][CH:29]=[N:28]3)[N:25]=[CH:24][CH:23]=1.C([O-])([O-])=O.[Na+].[Na+].CO. Product: [CH2:1]([Si:4]([CH2:18][CH:19]=[CH2:20])([CH3:17])[CH2:5][CH2:6][CH2:7][C:8]1[CH:13]=[CH:12][C:11]([C:22]2[C:35]3[C:26](=[C:27]4[C:32](=[CH:33][CH:34]=3)[C:31]([C:36]3[CH:37]=[CH:38][CH:39]=[CH:40][CH:41]=3)=[CH:30][CH:29]=[N:28]4)[N:25]=[CH:24][CH:23]=2)=[CH:10][CH:9]=1)[CH:2]=[CH2:3]. The catalyst class is: 11. (2) Reactant: [Cl:1][C:2]1[CH:3]=[C:4]([C:8]#[C:9][C:10]2[C:11]([F:30])=[CH:12][C:13]([F:29])=[C:14]([C@:16]3([CH3:28])[C:22]([F:24])([F:23])[C:21]([CH3:26])([CH3:25])[O:20][CH2:19][C:18](=O)[NH:17]3)[CH:15]=2)[CH:5]=[CH:6][CH:7]=1.COC1C=CC(P2(SP(C3C=CC(OC)=CC=3)(=S)S2)=[S:40])=CC=1. Product: [Cl:1][C:2]1[CH:3]=[C:4]([C:8]#[C:9][C:10]2[C:11]([F:30])=[CH:12][C:13]([F:29])=[C:14]([C@:16]3([CH3:28])[C:22]([F:24])([F:23])[C:21]([CH3:26])([CH3:25])[O:20][CH2:19][C:18](=[S:40])[NH:17]3)[CH:15]=2)[CH:5]=[CH:6][CH:7]=1. The catalyst class is: 12. (3) Reactant: C[O:2][C:3](=O)[C:4]1[C:9]([N:10]2[C:14](=[O:15])[N:13]([CH3:16])[N:12]=[N:11]2)=[CH:8][CH:7]=[CH:6][C:5]=1[CH3:17].O1CCCC1.C([BH-](CC)CC)C.[Li+].Cl. Product: [OH:2][CH2:3][C:4]1[C:5]([CH3:17])=[CH:6][CH:7]=[CH:8][C:9]=1[N:10]1[C:14](=[O:15])[N:13]([CH3:16])[N:12]=[N:11]1. The catalyst class is: 93.